This data is from Catalyst prediction with 721,799 reactions and 888 catalyst types from USPTO. The task is: Predict which catalyst facilitates the given reaction. Reactant: CO[CH:3](OC)[N:4]([CH3:6])[CH3:5].[C:9]([C:12]1[C:20]2[O:19][C:18]([S:21][CH2:22][CH2:23][N:24]3[CH2:29][CH2:28][N:27]([CH2:30][C:31]([NH:33][C:34]4[C:39]([CH:40]([CH3:42])[CH3:41])=[CH:38][CH:37]=[CH:36][C:35]=4[CH:43]([CH3:45])[CH3:44])=[O:32])[CH2:26][CH2:25]3)=[N:17][C:16]=2[CH:15]=[CH:14][CH:13]=1)(=[O:11])[CH3:10]. Product: [CH3:3][N:4]([CH3:6])[CH:5]=[CH:10][C:9]([C:12]1[C:20]2[O:19][C:18]([S:21][CH2:22][CH2:23][N:24]3[CH2:25][CH2:26][N:27]([CH2:30][C:31]([NH:33][C:34]4[C:35]([CH:43]([CH3:45])[CH3:44])=[CH:36][CH:37]=[CH:38][C:39]=4[CH:40]([CH3:41])[CH3:42])=[O:32])[CH2:28][CH2:29]3)=[N:17][C:16]=2[CH:15]=[CH:14][CH:13]=1)=[O:11]. The catalyst class is: 3.